From a dataset of Peptide-MHC class I binding affinity with 185,985 pairs from IEDB/IMGT. Regression. Given a peptide amino acid sequence and an MHC pseudo amino acid sequence, predict their binding affinity value. This is MHC class I binding data. (1) The binding affinity (normalized) is 0.0847. The peptide sequence is AISRLRTQK. The MHC is HLA-B08:01 with pseudo-sequence HLA-B08:01. (2) The peptide sequence is IMTGDTPI. The MHC is Mamu-A11 with pseudo-sequence Mamu-A11. The binding affinity (normalized) is 0.237. (3) The peptide sequence is LISLINSLV. The MHC is HLA-A02:06 with pseudo-sequence HLA-A02:06. The binding affinity (normalized) is 0.604. (4) The peptide sequence is YQYLIIQNRT. The MHC is H-2-Kb with pseudo-sequence H-2-Kb. The binding affinity (normalized) is 0.0764. (5) The peptide sequence is RALIKTLPRASYSSH. The MHC is HLA-A01:01 with pseudo-sequence HLA-A01:01. The binding affinity (normalized) is 0.00625. (6) The peptide sequence is ELAPIRVNA. The MHC is HLA-B40:01 with pseudo-sequence HLA-B40:01. The binding affinity (normalized) is 0.213. (7) The peptide sequence is AVYGNITHK. The MHC is HLA-B51:01 with pseudo-sequence HLA-B51:01. The binding affinity (normalized) is 0. (8) The peptide sequence is MRRERAAYV. The MHC is HLA-A30:01 with pseudo-sequence HLA-A30:01. The binding affinity (normalized) is 0.715. (9) The peptide sequence is ASDPSFPDI. The MHC is HLA-B40:01 with pseudo-sequence HLA-B40:01. The binding affinity (normalized) is 0.